This data is from Forward reaction prediction with 1.9M reactions from USPTO patents (1976-2016). The task is: Predict the product of the given reaction. (1) The product is: [Cl:1][C:2]1[CH:10]=[C:9]2[C:5]([C:6]([CH2:18][C:19]([F:22])([F:20])[F:21])=[CH:7][N:8]2[C:11]([O:13][C:14]([CH3:16])([CH3:17])[CH3:15])=[O:12])=[CH:4][CH:3]=1. Given the reactants [Cl:1][C:2]1[CH:10]=[C:9]2[C:5]([C:6]([CH:18](OC(OC3C=CC=CC=3)=S)[C:19]([F:22])([F:21])[F:20])=[CH:7][N:8]2[C:11]([O:13][C:14]([CH3:17])([CH3:16])[CH3:15])=[O:12])=[CH:4][CH:3]=1.C([SnH](CCCC)CCCC)CCC.N(C(C)(C)C#N)=NC(C)(C)C#N, predict the reaction product. (2) Given the reactants [NH2:1][C:2]1[C:7]([C:8]#[N:9])=[C:6]([CH:10]2[CH2:15][CH2:14][CH2:13][CH2:12][CH2:11]2)[C:5]([C:16]#[N:17])=[C:4]([SH:18])[N:3]=1.Cl[CH2:20][C:21]1[N:22]=[C:23]([C:26]2[CH:31]=[CH:30][C:29]([Cl:32])=[CH:28][CH:27]=2)[S:24][CH:25]=1.C(=O)(O)[O-].[Na+], predict the reaction product. The product is: [NH2:1][C:2]1[C:7]([C:8]#[N:9])=[C:6]([CH:10]2[CH2:15][CH2:14][CH2:13][CH2:12][CH2:11]2)[C:5]([C:16]#[N:17])=[C:4]([S:18][CH2:20][C:21]2[N:22]=[C:23]([C:26]3[CH:31]=[CH:30][C:29]([Cl:32])=[CH:28][CH:27]=3)[S:24][CH:25]=2)[N:3]=1. (3) Given the reactants [Si:1]([O:8][CH2:9][C@H:10]1[O:14][C:13]([CH3:16])([CH3:15])[N:12]([C:17]([O:19][C:20]([CH3:23])([CH3:22])[CH3:21])=[O:18])[C@H:11]1[CH2:24][C:25]1[N:26]=[CH:27][S:28][CH:29]=1)([C:4]([CH3:7])([CH3:6])[CH3:5])([CH3:3])[CH3:2].C([Li])CCC.[Si:35](Cl)([C:38]([CH3:41])([CH3:40])[CH3:39])([CH3:37])[CH3:36], predict the reaction product. The product is: [Si:35]([C:27]1[S:28][CH:29]=[C:25]([CH2:24][C@H:11]2[C@@H:10]([CH2:9][O:8][Si:1]([C:4]([CH3:5])([CH3:6])[CH3:7])([CH3:2])[CH3:3])[O:14][C:13]([CH3:15])([CH3:16])[N:12]2[C:17]([O:19][C:20]([CH3:21])([CH3:23])[CH3:22])=[O:18])[N:26]=1)([C:38]([CH3:41])([CH3:40])[CH3:39])([CH3:37])[CH3:36]. (4) Given the reactants [OH:1][CH:2]1[CH2:7][CH2:6][N:5]([C:8]2[C:13]([N:14]3[CH2:19][CH2:18][N:17](C(OC(C)(C)C)=O)[CH2:16][CH2:15]3)=[CH:12][CH:11]=[CH:10][N:9]=2)[CH2:4][CH2:3]1.CO.[ClH:29], predict the reaction product. The product is: [ClH:29].[ClH:29].[N:14]1([C:13]2[C:8]([N:5]3[CH2:4][CH2:3][CH:2]([OH:1])[CH2:7][CH2:6]3)=[N:9][CH:10]=[CH:11][CH:12]=2)[CH2:15][CH2:16][NH:17][CH2:18][CH2:19]1.